Dataset: Reaction yield outcomes from USPTO patents with 853,638 reactions. Task: Predict the reaction yield, written as a fraction of the theoretical maximum amount of product (1.0 means a 100% yield; for example, 0.34 means a 34% yield). The reactants are [CH3:1][C:2]1[CH:8]=[C:7]([O:9][Si:10]([CH:17]([CH3:19])[CH3:18])([CH:14]([CH3:16])[CH3:15])[CH:11]([CH3:13])[CH3:12])[CH:6]=[CH:5][C:3]=1[NH2:4].[C:20](O[C:20]([O:22][C:23]([CH3:26])([CH3:25])[CH3:24])=[O:21])([O:22][C:23]([CH3:26])([CH3:25])[CH3:24])=[O:21].CN(C)CCNC. The catalyst is C1COCC1. The product is [CH3:1][C:2]1[CH:8]=[C:7]([O:9][Si:10]([CH:14]([CH3:16])[CH3:15])([CH:11]([CH3:13])[CH3:12])[CH:17]([CH3:19])[CH3:18])[CH:6]=[CH:5][C:3]=1[NH:4][C:20](=[O:21])[O:22][C:23]([CH3:26])([CH3:25])[CH3:24]. The yield is 0.566.